Dataset: Full USPTO retrosynthesis dataset with 1.9M reactions from patents (1976-2016). Task: Predict the reactants needed to synthesize the given product. (1) The reactants are: Cl[C:2]1[CH:3]=[C:4]2[N:11]([CH3:12])[C:10]([CH3:14])([CH3:13])[CH2:9][N:5]2[C:6](=[O:8])[N:7]=1.[CH:15]1([CH2:20][CH2:21][OH:22])[CH2:19][CH2:18][CH2:17][CH2:16]1. Given the product [CH:15]1([CH2:20][CH2:21][O:22][C:2]2[CH:3]=[C:4]3[N:11]([CH3:12])[C:10]([CH3:14])([CH3:13])[CH2:9][N:5]3[C:6](=[O:8])[N:7]=2)[CH2:19][CH2:18][CH2:17][CH2:16]1, predict the reactants needed to synthesize it. (2) Given the product [Br:1][C:2]1[C:3]([CH3:11])=[C:4]([CH:8]=[CH:9][CH:10]=1)[C:5]([O:7][CH3:17])=[O:6], predict the reactants needed to synthesize it. The reactants are: [Br:1][C:2]1[C:3]([CH3:11])=[C:4]([CH:8]=[CH:9][CH:10]=1)[C:5]([OH:7])=[O:6].S(=O)(=O)(O)O.[CH3:17]O. (3) Given the product [CH2:2]([C:4]1[CH:5]=[C:6]([C@@H:10]([O:14][C:15]2[CH:16]=[C:17]3[C:21](=[CH:22][CH:23]=2)[N:20]([C:24]2[CH:25]=[CH:26][C:27]([F:30])=[CH:28][CH:29]=2)[N:19]=[CH:18]3)[C@@H:11]([NH:13][C:41](=[O:42])[C:40]([F:47])([F:46])[F:39])[CH3:12])[CH:7]=[CH:8][CH:9]=1)[CH3:3], predict the reactants needed to synthesize it. The reactants are: Cl.[CH2:2]([C:4]1[CH:5]=[C:6]([C@@H:10]([O:14][C:15]2[CH:16]=[C:17]3[C:21](=[CH:22][CH:23]=2)[N:20]([C:24]2[CH:29]=[CH:28][C:27]([F:30])=[CH:26][CH:25]=2)[N:19]=[CH:18]3)[C@@H:11]([NH2:13])[CH3:12])[CH:7]=[CH:8][CH:9]=1)[CH3:3].CN(C)C(N(C)C)=N.[F:39][C:40]([F:47])([F:46])[C:41](OCC)=[O:42]. (4) Given the product [CH2:25]1[C:28]2([CH2:31][N:30]([C:19]([C:18]3[CH:22]=[CH:23][C:15]([N:12]4[C:13]([OH:14])=[C:9]([C:6]5[CH:7]=[CH:8][C:3]([C:1]#[N:2])=[CH:4][C:5]=5[CH3:24])[CH:10]=[N:11]4)=[N:16][CH:17]=3)=[O:20])[CH2:29]2)[CH2:27][O:26]1, predict the reactants needed to synthesize it. The reactants are: [C:1]([C:3]1[CH:8]=[CH:7][C:6]([C:9]2[CH:10]=[N:11][N:12]([C:15]3[CH:23]=[CH:22][C:18]([C:19](O)=[O:20])=[CH:17][N:16]=3)[C:13]=2[OH:14])=[C:5]([CH3:24])[CH:4]=1)#[N:2].[CH2:25]1[C:28]2([CH2:31][NH:30][CH2:29]2)[CH2:27][O:26]1.C(N(CC)CC)C.Cl.CN(C)CCCN=C=NCC. (5) Given the product [Cl-:1].[Cl:1][C:2]1[CH:3]=[C:4]([S:35]([NH:45][CH2:46][CH2:47][C:48]2[CH:49]=[N+:50]([CH3:54])[CH:51]=[CH:52][CH:53]=2)(=[O:36])=[O:37])[CH:5]=[C:6]([F:34])[C:7]=1[CH2:8][S:9][C:10]1[N:11]([C:27]2[CH:32]=[CH:31][C:30]([F:33])=[CH:29][CH:28]=2)[C:12]([C:15]([C:18]2[CH:23]=[CH:22][C:21]([F:24])=[C:20]([O:25][CH3:26])[CH:19]=2)([CH3:16])[CH3:17])=[CH:13][N:14]=1, predict the reactants needed to synthesize it. The reactants are: [Cl:1][C:2]1[CH:3]=[C:4]([S:35](O)(=[O:37])=[O:36])[CH:5]=[C:6]([F:34])[C:7]=1[CH2:8][S:9][C:10]1[N:11]([C:27]2[CH:32]=[CH:31][C:30]([F:33])=[CH:29][CH:28]=2)[C:12]([C:15]([C:18]2[CH:23]=[CH:22][C:21]([F:24])=[C:20]([O:25][CH3:26])[CH:19]=2)([CH3:17])[CH3:16])=[CH:13][N:14]=1.S(Cl)(Cl)=O.Cl.[Cl-].[NH2:45][CH2:46][CH2:47][C:48]1[CH:49]=[N+:50]([CH3:54])[CH:51]=[CH:52][CH:53]=1.C([O-])([O-])=O.[K+].[K+]. (6) Given the product [CH3:1][C:2]1[CH:3]=[C:4](/[CH:25]=[CH:26]/[C:27]#[N:28])[CH:5]=[C:6]([CH3:24])[C:7]=1[NH:8][C:9]1[CH:10]=[CH:11][N:12]=[C:13]([NH:15][C:16]2[CH:17]=[CH:18][C:19]([C:22]#[N:23])=[CH:20][CH:21]=2)[N:14]=1.[ClH:29], predict the reactants needed to synthesize it. The reactants are: [CH3:1][C:2]1[CH:3]=[C:4](/[CH:25]=[CH:26]/[C:27]#[N:28])[CH:5]=[C:6]([CH3:24])[C:7]=1[NH:8][C:9]1[CH:10]=[CH:11][N:12]=[C:13]([NH:15][C:16]2[CH:17]=[CH:18][C:19]([C:22]#[N:23])=[CH:20][CH:21]=2)[N:14]=1.[ClH:29]. (7) Given the product [C:35]([NH:34][C:33](=[O:39])[CH2:32][N:19]1[C:18](=[O:40])[C:17]2[C:22](=[CH:23][CH:24]=[C:15]([N:11]3[CH2:12][CH2:13][CH2:14][NH:8][CH2:9][CH2:10]3)[CH:16]=2)[N:21]=[C:20]1[C:25]1[CH:30]=[CH:29][CH:28]=[C:27]([Cl:31])[CH:26]=1)([CH3:38])([CH3:36])[CH3:37], predict the reactants needed to synthesize it. The reactants are: C(OC([N:8]1[CH2:14][CH2:13][CH2:12][N:11]([C:15]2[CH:16]=[C:17]3[C:22](=[CH:23][CH:24]=2)[N:21]=[C:20]([C:25]2[CH:30]=[CH:29][CH:28]=[C:27]([Cl:31])[CH:26]=2)[N:19]([CH2:32][C:33](=[O:39])[NH:34][C:35]([CH3:38])([CH3:37])[CH3:36])[C:18]3=[O:40])[CH2:10][CH2:9]1)=O)(C)(C)C.C(O)(C(F)(F)F)=O.C(Cl)Cl.FC(F)(F)C(O)=O.